Dataset: Catalyst prediction with 721,799 reactions and 888 catalyst types from USPTO. Task: Predict which catalyst facilitates the given reaction. The catalyst class is: 1. Product: [C:1]1([C:7](=[CH2:21])[C:8]([C:10]2[CH:20]=[CH:19][C:13]3[O:14][CH2:15][C:16](=[O:18])[NH:17][C:12]=3[CH:11]=2)=[O:9])[CH:2]=[CH:3][CH:4]=[CH:5][CH:6]=1. Reactant: [C:1]1([CH2:7][C:8]([C:10]2[CH:20]=[CH:19][C:13]3[O:14][CH2:15][C:16](=[O:18])[NH:17][C:12]=3[CH:11]=2)=[O:9])[CH:6]=[CH:5][CH:4]=[CH:3][CH:2]=1.[CH3:21]N(CN(C)C)C.C(OC(=O)C)(=O)C.